From a dataset of Full USPTO retrosynthesis dataset with 1.9M reactions from patents (1976-2016). Predict the reactants needed to synthesize the given product. (1) Given the product [C:2]([O:5][C:6](=[O:7])[NH:8][C@H:9]1[CH2:13][CH2:12][C@@H:11]([OH:14])[CH2:10]1)([CH3:1])([CH3:3])[CH3:4], predict the reactants needed to synthesize it. The reactants are: [CH3:1][C:2]([O:5][C:6]([NH:8][CH:9]1[CH2:13][CH:12]=[CH:11][CH2:10]1)=[O:7])([CH3:4])[CH3:3].[O:14]1CCCC1.B.[OH-].[Na+].OO. (2) Given the product [CH3:29][CH2:30][CH2:19][CH:16]([CH3:17])[CH3:18].[C:13]([O:15][CH2:16][CH3:17])(=[O:14])[CH3:12], predict the reactants needed to synthesize it. The reactants are: B(O)O.ClC1C(N(C)[CH2:12][C:13]([O:15][C:16]([CH3:19])([CH3:18])[CH3:17])=[O:14])=NC=CN=1.C(=O)([O-])[O-].[K+].[K+].O.O1CC[CH2:30][CH2:29]1. (3) Given the product [N+:20]([C:17]1[CH:18]=[CH:19][C:14]([O:10][CH:5]([C:6]([F:9])([F:8])[F:7])[C:4]([F:12])([F:11])[F:3])=[N:15][CH:16]=1)([O-:22])=[O:21], predict the reactants needed to synthesize it. The reactants are: [H-].[Na+].[F:3][C:4]([F:12])([F:11])[CH:5]([OH:10])[C:6]([F:9])([F:8])[F:7].Cl[C:14]1[CH:19]=[CH:18][C:17]([N+:20]([O-:22])=[O:21])=[CH:16][N:15]=1.O. (4) Given the product [C:1]([CH:4]([CH2:9][CH2:10][CH2:11][CH2:12][CH3:13])[C:5]([OH:7])=[O:6])(=[O:3])[CH3:2], predict the reactants needed to synthesize it. The reactants are: [C:1]([CH:4]([CH2:9][CH2:10][CH2:11][CH2:12][CH3:13])[C:5]([O:7]C)=[O:6])(=[O:3])[CH3:2].[OH-].[K+]. (5) Given the product [Cl:50][C:41]1[C:40]([C:51]([NH2:53])=[O:52])=[N:39][N:38]([C:33]2[CH:32]=[C:31]([C:27]([CH3:29])([CH3:28])[CH3:30])[N:6]=[C:5]([C:1]([CH3:4])([CH3:3])[CH3:2])[CH:10]=2)[C:42]=1[CH2:43][CH:44]1[CH2:45][CH2:46][CH2:47][CH2:48][CH2:49]1, predict the reactants needed to synthesize it. The reactants are: [C:1]([C:5]1[CH:10]=C(N2C(C(O)=O)=CC(C(OC)=O)=N2)C=C(C(C)(C)C)[N:6]=1)([CH3:4])([CH3:3])[CH3:2].[C:27]([C:31]1[CH:32]=[C:33]([N:38]2[C:42]([CH2:43][CH:44]3[CH2:49][CH2:48][CH2:47][CH2:46][CH2:45]3)=[C:41]([Cl:50])[C:40]([C:51]([NH2:53])=[O:52])=[N:39]2)C=C(C)C=1)([CH3:30])([CH3:29])[CH3:28]. (6) Given the product [ClH:1].[Cl:1][C:2]1[CH:7]=[CH:6][C:5]([C@@H:8]2[O:14][CH2:13][CH2:12][NH:11][CH2:10][C@H:9]2[CH2:22][NH:23][C:24](=[O:30])[CH2:25][O:26][CH:27]([CH3:28])[CH3:29])=[CH:4][C:3]=1[F:31], predict the reactants needed to synthesize it. The reactants are: [Cl:1][C:2]1[CH:7]=[CH:6][C:5]([C@@H:8]2[O:14][CH2:13][CH2:12][N:11](C(OC(C)(C)C)=O)[CH2:10][C@H:9]2[CH2:22][NH:23][C:24](=[O:30])[CH2:25][O:26][CH:27]([CH3:29])[CH3:28])=[CH:4][C:3]=1[F:31].C(OCC)(=O)C.Cl. (7) Given the product [ClH:1].[F:25][C:22]1[CH:23]=[CH:24][C:19]([NH:18][C:16]([NH:15][C@H:11]2[CH2:12][CH2:13][CH2:14][NH:9][CH2:10]2)=[O:17])=[CH:20][CH:21]=1, predict the reactants needed to synthesize it. The reactants are: [ClH:1].C(OC([N:9]1[CH2:14][CH2:13][CH2:12][C@H:11]([NH:15][C:16]([NH:18][C:19]2[CH:24]=[CH:23][C:22]([F:25])=[CH:21][CH:20]=2)=[O:17])[CH2:10]1)=O)(C)(C)C. (8) Given the product [CH2:9]([C:11]1[CH:12]=[C:13]([O:29][C:30]2[CH:31]=[N:32][C:33]([S:36]([CH3:39])(=[O:37])=[O:38])=[CH:34][CH:35]=2)[CH:14]=[C:15]2[C:19]=1[NH:18][C:17]([C:20]1[S:21][CH:22]([CH2:25][C:26]([N:2]3[CH2:7][CH2:6][S:5](=[O:8])[CH2:4][CH2:3]3)=[O:27])[CH2:23][N:24]=1)=[CH:16]2)[CH3:10], predict the reactants needed to synthesize it. The reactants are: Cl.[NH:2]1[CH2:7][CH2:6][S:5](=[O:8])[CH2:4][CH2:3]1.[CH2:9]([C:11]1[CH:12]=[C:13]([O:29][C:30]2[CH:31]=[N:32][C:33]([S:36]([CH3:39])(=[O:38])=[O:37])=[CH:34][CH:35]=2)[CH:14]=[C:15]2[C:19]=1[NH:18][C:17]([C:20]1[S:21][CH:22]([CH2:25][C:26](O)=[O:27])[CH2:23][N:24]=1)=[CH:16]2)[CH3:10].ON1C2C=CC=CC=2N=N1.Cl.C(N=C=NCCCN(C)C)C. (9) Given the product [CH2:51]([N:48]1[CH2:47][CH2:46][N:45]([C:37]2[C:38]3[C:43](=[CH:42][CH:41]=[CH:40][CH:39]=3)[CH:44]=[C:35]([C:18]3[CH:17]=[CH:16][C:15]([S:12]([CH2:11][CH2:10][CH2:9][O:8][CH2:1][C:2]4[CH:3]=[CH:4][CH:5]=[CH:6][CH:7]=4)(=[O:13])=[O:14])=[CH:20][CH:19]=3)[N:36]=2)[CH2:50][CH2:49]1)[CH3:52], predict the reactants needed to synthesize it. The reactants are: [CH2:1]([O:8][CH2:9][CH2:10][CH2:11][S:12]([C:15]1[CH:20]=[CH:19][C:18]([Sn](CCCC)(CCCC)CCCC)=[CH:17][CH:16]=1)(=[O:14])=[O:13])[C:2]1[CH:7]=[CH:6][CH:5]=[CH:4][CH:3]=1.Br[C:35]1[N:36]=[C:37]([N:45]2[CH2:50][CH2:49][N:48]([CH2:51][CH3:52])[CH2:47][CH2:46]2)[C:38]2[C:43]([CH:44]=1)=[CH:42][CH:41]=[CH:40][CH:39]=2.